This data is from NCI-60 drug combinations with 297,098 pairs across 59 cell lines. The task is: Regression. Given two drug SMILES strings and cell line genomic features, predict the synergy score measuring deviation from expected non-interaction effect. (1) Drug 1: CS(=O)(=O)OCCCCOS(=O)(=O)C. Drug 2: CCC1(C2=C(COC1=O)C(=O)N3CC4=CC5=C(C=CC(=C5CN(C)C)O)N=C4C3=C2)O.Cl. Cell line: CAKI-1. Synergy scores: CSS=16.1, Synergy_ZIP=-0.218, Synergy_Bliss=0.917, Synergy_Loewe=-25.2, Synergy_HSA=-1.43. (2) Cell line: SK-OV-3. Drug 2: CCN(CC)CCNC(=O)C1=C(NC(=C1C)C=C2C3=C(C=CC(=C3)F)NC2=O)C. Synergy scores: CSS=2.86, Synergy_ZIP=-1.42, Synergy_Bliss=1.31, Synergy_Loewe=0.172, Synergy_HSA=1.10. Drug 1: CC12CCC(CC1=CCC3C2CCC4(C3CC=C4C5=CN=CC=C5)C)O. (3) Drug 1: C(CC(=O)O)C(=O)CN.Cl. Drug 2: COCCOC1=C(C=C2C(=C1)C(=NC=N2)NC3=CC=CC(=C3)C#C)OCCOC.Cl. Cell line: NCI-H522. Synergy scores: CSS=7.63, Synergy_ZIP=-1.93, Synergy_Bliss=-0.608, Synergy_Loewe=-0.671, Synergy_HSA=-0.545. (4) Synergy scores: CSS=25.5, Synergy_ZIP=-10.2, Synergy_Bliss=-11.3, Synergy_Loewe=-24.8, Synergy_HSA=-9.23. Cell line: LOX IMVI. Drug 1: CC1=C(C=C(C=C1)C(=O)NC2=CC(=CC(=C2)C(F)(F)F)N3C=C(N=C3)C)NC4=NC=CC(=N4)C5=CN=CC=C5. Drug 2: CC1C(C(CC(O1)OC2CC(CC3=C2C(=C4C(=C3O)C(=O)C5=C(C4=O)C(=CC=C5)OC)O)(C(=O)CO)O)N)O.Cl. (5) Drug 1: C1C(C(OC1N2C=C(C(=O)NC2=O)F)CO)O. Drug 2: COCCOC1=C(C=C2C(=C1)C(=NC=N2)NC3=CC=CC(=C3)C#C)OCCOC.Cl. Cell line: SF-268. Synergy scores: CSS=38.8, Synergy_ZIP=-0.931, Synergy_Bliss=-1.62, Synergy_Loewe=-56.6, Synergy_HSA=-0.928. (6) Drug 1: C1=NC(=NC(=O)N1C2C(C(C(O2)CO)O)O)N. Drug 2: CC1C(C(CC(O1)OC2CC(OC(C2O)C)OC3=CC4=CC5=C(C(=O)C(C(C5)C(C(=O)C(C(C)O)O)OC)OC6CC(C(C(O6)C)O)OC7CC(C(C(O7)C)O)OC8CC(C(C(O8)C)O)(C)O)C(=C4C(=C3C)O)O)O)O. Cell line: NCI-H322M. Synergy scores: CSS=57.0, Synergy_ZIP=-4.76, Synergy_Bliss=-0.314, Synergy_Loewe=0.671, Synergy_HSA=1.02. (7) Drug 1: C1CN1P(=S)(N2CC2)N3CC3. Drug 2: C1C(C(OC1N2C=C(C(=O)NC2=O)F)CO)O. Cell line: CAKI-1. Synergy scores: CSS=9.87, Synergy_ZIP=-10.5, Synergy_Bliss=-5.05, Synergy_Loewe=-5.15, Synergy_HSA=-2.76.